This data is from Forward reaction prediction with 1.9M reactions from USPTO patents (1976-2016). The task is: Predict the product of the given reaction. (1) Given the reactants [C:1]([C:5]1[O:9][N:8]=[C:7]([NH:10][C:11]([NH:13][C:14]2[CH:19]=[CH:18][CH:17]=[C:16]([OH:20])[CH:15]=2)=[O:12])[CH:6]=1)([CH3:4])([CH3:3])[CH3:2].Cl[C:22]1[C:31]2[C:26](=[CH:27][C:28]([O:34][CH2:35][CH3:36])=[C:29]([O:32][CH3:33])[CH:30]=2)[N:25]=[CH:24][N:23]=1.CC(C)([O-])C.[K+], predict the reaction product. The product is: [C:1]([C:5]1[O:9][N:8]=[C:7]([NH:10][C:11]([NH:13][C:14]2[CH:19]=[CH:18][CH:17]=[C:16]([O:20][C:22]3[C:31]4[C:26](=[CH:27][C:28]([O:34][CH2:35][CH3:36])=[C:29]([O:32][CH3:33])[CH:30]=4)[N:25]=[CH:24][N:23]=3)[CH:15]=2)=[O:12])[CH:6]=1)([CH3:4])([CH3:2])[CH3:3]. (2) Given the reactants [OH:1][CH2:2][CH2:3][N:4]1[C:16]2[C:15]3[N:14]=[C:13]([NH:17][C:18]4[CH:23]=[C:22]([N:24]5[CH2:29][CH2:28][N:27]([CH3:30])[CH2:26][CH2:25]5)[CH:21]=[CH:20][C:19]=4[O:31][C:32]([F:35])([F:34])[F:33])[N:12]=[CH:11][C:10]=3[CH2:9][CH2:8][C:7]=2[C:6]([C:36]([O:38]CC)=[O:37])=[N:5]1.[OH-].[K+:42], predict the reaction product. The product is: [OH:1][CH2:2][CH2:3][N:4]1[C:16]2[C:15]3[N:14]=[C:13]([NH:17][C:18]4[CH:23]=[C:22]([N:24]5[CH2:29][CH2:28][N:27]([CH3:30])[CH2:26][CH2:25]5)[CH:21]=[CH:20][C:19]=4[O:31][C:32]([F:34])([F:35])[F:33])[N:12]=[CH:11][C:10]=3[CH2:9][CH2:8][C:7]=2[C:6]([C:36]([O-:38])=[O:37])=[N:5]1.[K+:42].